The task is: Predict the product of the given reaction.. This data is from Forward reaction prediction with 1.9M reactions from USPTO patents (1976-2016). Given the reactants C([CH:4]1[C:9]2[N:10]=[C:11](Cl)[N:12]=[C:13]([N:14]3[CH2:19][CH2:18][O:17][CH2:16][C@@H:15]3[CH3:20])[C:8]=2[CH2:7][CH2:6][N:5]1[C:22]([O:24][C:25]([CH3:28])([CH3:27])[CH3:26])=[O:23])C=C.CC1(C)C(C)(C)OB([C:37]2[CH:38]=[N:39][C:40]([NH2:43])=[N:41][CH:42]=2)O1, predict the reaction product. The product is: [NH2:43][C:40]1[N:41]=[CH:42][C:37]([C:11]2[N:12]=[C:13]([N:14]3[CH2:19][CH2:18][O:17][CH2:16][C@@H:15]3[CH3:20])[C:8]3[CH2:7][CH2:6][N:5]([C:22]([O:24][C:25]([CH3:27])([CH3:28])[CH3:26])=[O:23])[CH2:4][C:9]=3[N:10]=2)=[CH:38][N:39]=1.